Dataset: Catalyst prediction with 721,799 reactions and 888 catalyst types from USPTO. Task: Predict which catalyst facilitates the given reaction. (1) Reactant: [C:1]1([C:11]([OH:13])=O)[C:10]2[C:5](=[CH:6][CH:7]=[CH:8][CH:9]=2)[CH:4]=[CH:3][CH:2]=1.[CH3:14][NH:15][C:16]([NH:18][NH2:19])=S.C(Cl)CCl. Product: [CH3:14][NH:15][C:16]1[O:13][C:11]([C:1]2[C:10]3[C:5](=[CH:6][CH:7]=[CH:8][CH:9]=3)[CH:4]=[CH:3][CH:2]=2)=[N:19][N:18]=1. The catalyst class is: 3. (2) Reactant: [Cl:1][C:2]1[CH:3]=[CH:4][C:5]2[CH2:11][O:10][C:9]3[CH:12]=[CH:13][CH:14]=[CH:15][C:8]=3[N:7]([CH2:16][C@H:17]3[CH2:21][CH2:20][CH2:19][N:18]3[CH2:22][CH2:23][C:24]3[CH:29]=[CH:28][C:27]([N:30]([CH3:32])[CH3:31])=[CH:26][CH:25]=3)[C:6]=2[CH:33]=1.[ClH:34].CC(O)C. Product: [ClH:1].[ClH:34].[Cl:1][C:2]1[CH:3]=[CH:4][C:5]2[CH2:11][O:10][C:9]3[CH:12]=[CH:13][CH:14]=[CH:15][C:8]=3[N:7]([CH2:16][C@H:17]3[CH2:21][CH2:20][CH2:19][N:18]3[CH2:22][CH2:23][C:24]3[CH:25]=[CH:26][C:27]([N:30]([CH3:32])[CH3:31])=[CH:28][CH:29]=3)[C:6]=2[CH:33]=1. The catalyst class is: 41. (3) Reactant: [CH:1]([NH:4][C:5]([C:7]1[C:15]2[C:10](=[N:11][CH:12]=[C:13](Br)[N:14]=2)[N:9]([CH2:17][O:18][CH2:19][CH2:20][Si:21]([CH3:24])([CH3:23])[CH3:22])[CH:8]=1)=[O:6])([CH3:3])[CH3:2].[C:25]([C:27]1[CH:28]=[C:29]([OH:33])[CH:30]=[CH:31][CH:32]=1)#[N:26].[O-]P([O-])([O-])=O.[K+].[K+].[K+].C(P(C(C)(C)C)C1C=CC=CC=1C1C=CC=CC=1N(C)C)(C)(C)C. Product: [CH:1]([NH:4][C:5]([C:7]1[C:15]2[C:10](=[N:11][CH:12]=[C:13]([O:33][C:29]3[CH:30]=[CH:31][CH:32]=[C:27]([C:25]#[N:26])[CH:28]=3)[N:14]=2)[N:9]([CH2:17][O:18][CH2:19][CH2:20][Si:21]([CH3:24])([CH3:23])[CH3:22])[CH:8]=1)=[O:6])([CH3:3])[CH3:2]. The catalyst class is: 222. (4) Reactant: [F:1][C:2]1[CH:3]=[C:4]([N:9]2[C:13]([CH3:15])([CH3:14])[C:12](=[O:16])[N:11]([C:17]3[CH:24]=[CH:23][C:20]([C:21]#[N:22])=[C:19]([C:25]([F:28])([F:27])[F:26])[CH:18]=3)[C:10]2=[S:29])[CH:5]=[CH:6][C:7]=1[OH:8].[CH:30]12[O:35][CH:34]1[CH2:33][N:32]([C:36]([O:38][C:39]([CH3:42])([CH3:41])[CH3:40])=[O:37])[CH2:31]2.C(N(CC)C(C)C)(C)C.O. Product: [C:21]([C:20]1[CH:23]=[CH:24][C:17]([N:11]2[C:12](=[O:16])[C:13]([CH3:14])([CH3:15])[N:9]([C:4]3[CH:5]=[CH:6][C:7]([O:8][CH:34]4[CH:30]([OH:35])[CH2:31][N:32]([C:36]([O:38][C:39]([CH3:42])([CH3:41])[CH3:40])=[O:37])[CH2:33]4)=[C:2]([F:1])[CH:3]=3)[C:10]2=[S:29])=[CH:18][C:19]=1[C:25]([F:26])([F:27])[F:28])#[N:22]. The catalyst class is: 13. (5) Reactant: ClC1C=[C:4]([CH3:8])[N:5]=[N:6]C=1.[C:9]([N:16]1CCC(N)C[CH2:17]1)([O:11][C:12]([CH3:15])([CH3:14])[CH3:13])=[O:10].[CH3:23][CH2:24][N:25]([CH:29]([CH3:31])[CH3:30])[CH:26]([CH3:28])C. Product: [CH3:8][C:4]1[N:5]=[N:6][CH:30]=[C:29]([N:25]2[CH2:24][CH2:23][CH:17]([NH:16][C:9](=[O:10])[O:11][C:12]([CH3:15])([CH3:14])[CH3:13])[CH2:28][CH2:26]2)[CH:31]=1. The catalyst class is: 37. (6) Reactant: FC(F)(F)C(O)=O.C(OC([NH:15][CH2:16][C:17]1[S:21]/[C:20](=[N:22]\[S:23]([C:26]2[CH:35]=[CH:34][CH:33]=[CH:32][C:27]=2[C:28]([O:30][CH3:31])=[O:29])(=[O:25])=[O:24])/[N:19]([CH2:36][C:37]2[C:46]3[C:41](=[CH:42][CH:43]=[CH:44][CH:45]=3)[CH:40]=[CH:39][CH:38]=2)[CH:18]=1)=O)(C)(C)C. Product: [NH2:15][CH2:16][C:17]1[S:21]/[C:20](=[N:22]\[S:23]([C:26]2[CH:35]=[CH:34][CH:33]=[CH:32][C:27]=2[C:28]([O:30][CH3:31])=[O:29])(=[O:24])=[O:25])/[N:19]([CH2:36][C:37]2[C:46]3[C:41](=[CH:42][CH:43]=[CH:44][CH:45]=3)[CH:40]=[CH:39][CH:38]=2)[CH:18]=1. The catalyst class is: 4. (7) Reactant: [CH3:1][CH:2]([N:4]1[CH2:9][CH2:8][N:7]([C:10]2[CH:15]=[CH:14][C:13]([NH2:16])=[CH:12][CH:11]=2)[CH2:6][CH2:5]1)[CH3:3].[C:17](N1C=CN=C1)(N1C=CN=C1)=[S:18]. Product: [N:16]([C:13]1[CH:14]=[CH:15][C:10]([N:7]2[CH2:8][CH2:9][N:4]([CH:2]([CH3:1])[CH3:3])[CH2:5][CH2:6]2)=[CH:11][CH:12]=1)=[C:17]=[S:18]. The catalyst class is: 9.